From a dataset of NCI-60 drug combinations with 297,098 pairs across 59 cell lines. Regression. Given two drug SMILES strings and cell line genomic features, predict the synergy score measuring deviation from expected non-interaction effect. (1) Drug 1: CCCCCOC(=O)NC1=NC(=O)N(C=C1F)C2C(C(C(O2)C)O)O. Drug 2: C1C(C(OC1N2C=NC3=C2NC=NCC3O)CO)O. Cell line: NCI-H226. Synergy scores: CSS=1.71, Synergy_ZIP=2.05, Synergy_Bliss=3.93, Synergy_Loewe=-2.21, Synergy_HSA=-1.16. (2) Drug 1: C1=CC(=CC=C1CC(C(=O)O)N)N(CCCl)CCCl.Cl. Drug 2: C1=NC2=C(N=C(N=C2N1C3C(C(C(O3)CO)O)O)F)N. Cell line: NCI-H522. Synergy scores: CSS=13.2, Synergy_ZIP=-7.07, Synergy_Bliss=-6.45, Synergy_Loewe=-8.76, Synergy_HSA=-5.32. (3) Drug 1: CN(C)N=NC1=C(NC=N1)C(=O)N. Drug 2: CCC1(CC2CC(C3=C(CCN(C2)C1)C4=CC=CC=C4N3)(C5=C(C=C6C(=C5)C78CCN9C7C(C=CC9)(C(C(C8N6C)(C(=O)OC)O)OC(=O)C)CC)OC)C(=O)OC)O.OS(=O)(=O)O. Cell line: HOP-92. Synergy scores: CSS=21.8, Synergy_ZIP=-4.50, Synergy_Bliss=-2.06, Synergy_Loewe=-68.3, Synergy_HSA=-1.36. (4) Drug 1: C1CN1P(=S)(N2CC2)N3CC3. Drug 2: C1C(C(OC1N2C=NC3=C(N=C(N=C32)Cl)N)CO)O. Cell line: SK-MEL-5. Synergy scores: CSS=32.4, Synergy_ZIP=-8.77, Synergy_Bliss=-1.28, Synergy_Loewe=-8.04, Synergy_HSA=1.38. (5) Drug 1: CN(C)N=NC1=C(NC=N1)C(=O)N. Drug 2: CC1=CC=C(C=C1)C2=CC(=NN2C3=CC=C(C=C3)S(=O)(=O)N)C(F)(F)F. Cell line: OVCAR-4. Synergy scores: CSS=5.08, Synergy_ZIP=-2.00, Synergy_Bliss=-1.61, Synergy_Loewe=-5.24, Synergy_HSA=-1.99. (6) Drug 1: CC1=C2C(C(=O)C3(C(CC4C(C3C(C(C2(C)C)(CC1OC(=O)C(C(C5=CC=CC=C5)NC(=O)OC(C)(C)C)O)O)OC(=O)C6=CC=CC=C6)(CO4)OC(=O)C)OC)C)OC. Drug 2: CC1=CC2C(CCC3(C2CCC3(C(=O)C)OC(=O)C)C)C4(C1=CC(=O)CC4)C. Cell line: T-47D. Synergy scores: CSS=41.5, Synergy_ZIP=2.19, Synergy_Bliss=0.695, Synergy_Loewe=0.557, Synergy_HSA=5.19. (7) Drug 1: CC1C(C(CC(O1)OC2CC(CC3=C2C(=C4C(=C3O)C(=O)C5=C(C4=O)C(=CC=C5)OC)O)(C(=O)CO)O)N)O.Cl. Drug 2: C(CN)CNCCSP(=O)(O)O. Cell line: NCI/ADR-RES. Synergy scores: CSS=1.47, Synergy_ZIP=-1.05, Synergy_Bliss=-1.90, Synergy_Loewe=-4.98, Synergy_HSA=-3.25.